From a dataset of Full USPTO retrosynthesis dataset with 1.9M reactions from patents (1976-2016). Predict the reactants needed to synthesize the given product. (1) Given the product [F:15][C:2]1([F:1])[CH2:13][C:5]2[NH:6][C:7]([C:9]([O:11][CH3:12])=[O:10])=[CH:8][C:4]=2[CH2:3]1, predict the reactants needed to synthesize it. The reactants are: [F:1][C:2]1([F:15])[CH2:13][C:5]2[NH:6][C:7]([C:9]([O:11][CH3:12])=[O:10])=[CH:8][C:4]=2[C:3]1=O.C([SiH](CC)CC)C.CO.C(Cl)Cl. (2) Given the product [Cl:1][C:2]1[CH:3]=[CH:4][C:5]([C@H:17]([NH:20][CH2:21][C:22]2[NH:23][CH:24]=[N:25][CH:26]=2)[CH2:18][CH3:19])=[C:6]([F:16])[C:7]=1[C:8]([C:10]1[CH:11]=[N:12][CH:13]=[CH:14][CH:15]=1)=[O:9], predict the reactants needed to synthesize it. The reactants are: [Cl:1][C:2]1[C:7]([C:8]([C:10]2[CH:11]=[N:12][CH:13]=[CH:14][CH:15]=2)=[O:9])=[C:6]([F:16])[C:5]([C@H:17]([NH:20][CH2:21][C:22]2[N:23](C(C3C=CC=CC=3)(C3C=CC=CC=3)C3C=CC=CC=3)[CH:24]=[N:25][CH:26]=2)[CH2:18][CH3:19])=[CH:4][CH:3]=1.Cl.CCOC(C)=O.C(O)C. (3) The reactants are: [CH3:1][NH:2][C:3]1[C:8]([CH2:9][OH:10])=[CH:7][CH:6]=[CH:5][N:4]=1. Given the product [CH3:1][NH:2][C:3]1[N:4]=[CH:5][CH:6]=[CH:7][C:8]=1[CH:9]=[O:10], predict the reactants needed to synthesize it. (4) Given the product [C:1]([O:5][C:6](=[O:26])[NH:7][C@H:8]1[CH2:9][C@H:10]([N:12]2[C:16]3[N:17]=[CH:18][N:19]=[CH:20][C:15]=3[C:14]([CH3:24])([CH3:23])[C:13]2=[O:25])[CH2:11]1)([CH3:4])([CH3:2])[CH3:3], predict the reactants needed to synthesize it. The reactants are: [C:1]([O:5][C:6](=[O:26])[NH:7][C@H:8]1[CH2:11][C@H:10]([N:12]2[C:16]3[N:17]=[C:18](SC)[N:19]=[CH:20][C:15]=3[C:14]([CH3:24])([CH3:23])[C:13]2=[O:25])[CH2:9]1)([CH3:4])([CH3:3])[CH3:2].C([SiH](CC)CC)C. (5) Given the product [NH2:1][C:4]1[CH:5]=[CH:6][C:7]([S:10]([C:13]2[CH:21]=[CH:20][C:19]3[N:18]([CH3:22])[C:17]4[CH2:23][CH:24]5[NH:28][CH:27]([C:16]=4[C:15]=3[C:14]=2[C:29]([O:31][C:32]([CH3:35])([CH3:34])[CH3:33])=[O:30])[CH2:26][CH2:25]5)(=[O:11])=[O:12])=[CH:8][CH:9]=1, predict the reactants needed to synthesize it. The reactants are: [N+:1]([C:4]1[CH:9]=[CH:8][C:7]([S:10]([C:13]2[CH:21]=[CH:20][C:19]3[N:18]([CH3:22])[C:17]4[CH2:23][CH:24]5[NH:28][CH:27]([C:16]=4[C:15]=3[C:14]=2[C:29]([O:31][C:32]([CH3:35])([CH3:34])[CH3:33])=[O:30])[CH2:26][CH2:25]5)(=[O:12])=[O:11])=[CH:6][CH:5]=1)([O-])=O.[Cl-].[NH4+]. (6) Given the product [Br:21][C:22]1[CH:27]=[CH:26][C:25]([S:28]([NH:20][C:4]2[CH:3]=[C:2]([Cl:1])[C:7]([O:8][C:9]3[S:10][C:11]4[CH:17]=[C:16]([Cl:18])[CH:15]=[CH:14][C:12]=4[N:13]=3)=[C:6]([Cl:19])[CH:5]=2)(=[O:30])=[O:29])=[C:24]([O:32][C:33]([F:35])([F:34])[F:36])[CH:23]=1, predict the reactants needed to synthesize it. The reactants are: [Cl:1][C:2]1[CH:3]=[C:4]([NH2:20])[CH:5]=[C:6]([Cl:19])[C:7]=1[O:8][C:9]1[S:10][C:11]2[CH:17]=[C:16]([Cl:18])[CH:15]=[CH:14][C:12]=2[N:13]=1.[Br:21][C:22]1[CH:27]=[CH:26][C:25]([S:28](Cl)(=[O:30])=[O:29])=[C:24]([O:32][C:33]([F:36])([F:35])[F:34])[CH:23]=1. (7) Given the product [C:1]1([CH2:7][O:8][C:9]2[CH:10]=[C:11]3[C:15](=[CH:16][CH:17]=2)[N:14]([S:18]([C:21]2[CH:26]=[CH:25][CH:24]=[CH:23][CH:22]=2)(=[O:20])=[O:19])[C:13]([CH2:27][CH2:28][CH3:29])=[CH:12]3)[CH:2]=[CH:3][CH:4]=[CH:5][CH:6]=1, predict the reactants needed to synthesize it. The reactants are: [C:1]1([CH2:7][O:8][C:9]2[CH:10]=[C:11]3[C:15](=[CH:16][CH:17]=2)[N:14]([S:18]([C:21]2[CH:26]=[CH:25][CH:24]=[CH:23][CH:22]=2)(=[O:20])=[O:19])[CH:13]=[CH:12]3)[CH:6]=[CH:5][CH:4]=[CH:3][CH:2]=1.[CH2:27]([Li])[CH2:28][CH2:29]C.ICCC.O. (8) Given the product [NH2:1][CH2:4][C:5]1[C:6]([C:12]2[C:17]3[S:18][C:19]([C:21]4[C:26]([F:27])=[CH:25][N:24]=[C:23]([NH:28][CH2:29][CH2:30][N:31]5[CH2:35][CH2:34][NH:33][C:32]5=[O:36])[N:22]=4)=[CH:20][C:16]=3[CH:15]=[CH:14][CH:13]=2)=[CH:7][C:8]([F:11])=[N:9][CH:10]=1, predict the reactants needed to synthesize it. The reactants are: [N:1]([CH2:4][C:5]1[C:6]([C:12]2[C:17]3[S:18][C:19]([C:21]4[C:26]([F:27])=[CH:25][N:24]=[C:23]([NH:28][CH2:29][CH2:30][N:31]5[CH2:35][CH2:34][NH:33][C:32]5=[O:36])[N:22]=4)=[CH:20][C:16]=3[CH:15]=[CH:14][CH:13]=2)=[CH:7][C:8]([F:11])=[N:9][CH:10]=1)=[N+]=[N-].C(O)=O.NN.C(=O)([O-])[O-].[Na+].[Na+]. (9) The reactants are: C([O:4][C@H:5]1[CH2:10][CH2:9][CH2:8][C@@H:7]([NH:11][C:12]([C:14]2[C:18]([CH2:19]Cl)=[C:17]([C:21]3[CH:26]=[CH:25][C:24]([C:27]([F:30])([F:29])[F:28])=[CH:23][CH:22]=3)[O:16][N:15]=2)=[O:13])[CH2:6]1)(=O)C.[CH:31]1([NH2:34])[CH2:33][CH2:32]1.CCN(C(C)C)C(C)C.[Li+].[OH-]. Given the product [CH:31]1([NH:34][CH2:19][C:18]2[C:14]([C:12]([NH:11][C@@H:7]3[CH2:8][CH2:9][CH2:10][C@H:5]([OH:4])[CH2:6]3)=[O:13])=[N:15][O:16][C:17]=2[C:21]2[CH:26]=[CH:25][C:24]([C:27]([F:30])([F:29])[F:28])=[CH:23][CH:22]=2)[CH2:33][CH2:32]1, predict the reactants needed to synthesize it. (10) Given the product [NH2:1][C:2]1[C:6]2[C:7](=[O:30])[N:8]([CH:23]([CH:24]3[CH2:25][CH2:26]3)[CH:27]3[CH2:28][CH2:29]3)[CH:9]=[C:10]([C:11]3[CH:15]=[C:14]([CH:16]4[CH2:21][CH2:20][CH2:19][CH2:18][CH2:17]4)[N:13]([CH3:22])[N:12]=3)[C:5]=2[NH:4][N:3]=1, predict the reactants needed to synthesize it. The reactants are: [NH2:1][C:2]1[C:6]2[C:7](=[O:30])[N:8]([CH:23]([CH:27]3[CH2:29][CH2:28]3)[CH:24]3[CH2:26][CH2:25]3)[CH:9]=[C:10]([C:11]3[CH:15]=[C:14]([C:16]4[CH2:21][CH2:20][CH2:19][CH2:18][CH:17]=4)[N:13]([CH3:22])[N:12]=3)[C:5]=2[NH:4][N:3]=1.